Predict the reaction yield, written as a fraction of the theoretical maximum amount of product (1.0 means a 100% yield; for example, 0.34 means a 34% yield). From a dataset of Reaction yield outcomes from USPTO patents with 853,638 reactions. The reactants are [Br:1][C:2]1[N:7]=[CH:6][C:5]2[CH:8]=[C:9]([C:11]3[CH:12]=[N:13][N:14]([CH3:16])[CH:15]=3)[NH:10][C:4]=2[CH:3]=1.Br[C:18]1[CH:23]=[CH:22][C:21]([CH3:24])=[CH:20][N:19]=1.C(=O)([O-])[O-].[K+].[K+]. The catalyst is CC(N(C)C)=O.C(OCC)(=O)C.[Cu]I. The product is [Br:1][C:2]1[N:7]=[CH:6][C:5]2[CH:8]=[C:9]([C:11]3[CH:12]=[N:13][N:14]([CH3:16])[CH:15]=3)[N:10]([C:18]3[CH:23]=[CH:22][C:21]([CH3:24])=[CH:20][N:19]=3)[C:4]=2[CH:3]=1. The yield is 0.460.